This data is from Catalyst prediction with 721,799 reactions and 888 catalyst types from USPTO. The task is: Predict which catalyst facilitates the given reaction. (1) Reactant: [CH3:1][N:2]1[CH:6]2[CH2:7][NH:8][CH:4]([CH2:5]2)[CH2:3]1.Cl.Cl.F[C:12]1[CH:17]=[CH:16][C:15]([N+:18]([O-:20])=[O:19])=[CH:14][C:13]=1[CH3:21].C([O-])([O-])=O.[K+].[K+]. Product: [CH3:1][N:2]1[CH2:3][C@@H:4]2[CH2:5][C@H:6]1[CH2:7][N:8]2[C:12]1[CH:17]=[CH:16][C:15]([N+:18]([O-:20])=[O:19])=[CH:14][C:13]=1[CH3:21]. The catalyst class is: 37. (2) Reactant: [NH:1]1[CH2:6][CH2:5][O:4][CH2:3][CH2:2]1.[H-].[Na+].Cl[C:10]1[CH:15]=[CH:14][C:13]([N+:16]([O-:18])=[O:17])=[CH:12][N:11]=1. Product: [N+:16]([C:13]1[CH:14]=[CH:15][C:10]([N:1]2[CH2:6][CH2:5][O:4][CH2:3][CH2:2]2)=[N:11][CH:12]=1)([O-:18])=[O:17]. The catalyst class is: 1. (3) Reactant: O1CCCC1.[F:6][C:7]1[CH:8]=[C:9]2[C:14](=[CH:15][C:16]=1[F:17])[N:13]=[C:12](/[CH:18]=[CH:19]/[C:20]1[CH:39]=[CH:38][C:23]3[O:24][CH2:25][C:26]4[CH:37]=[CH:36][CH:35]=[CH:34][C:27]=4[CH:28]([O:29][CH2:30][C:31]([OH:33])=[O:32])[C:22]=3[CH:21]=1)[CH:11]=[CH:10]2.[OH-].[Na+:41]. The catalyst class is: 5. Product: [F:6][C:7]1[CH:8]=[C:9]2[C:14](=[CH:15][C:16]=1[F:17])[N:13]=[C:12](/[CH:18]=[CH:19]/[C:20]1[CH:39]=[CH:38][C:23]3[O:24][CH2:25][C:26]4[CH:37]=[CH:36][CH:35]=[CH:34][C:27]=4[CH:28]([O:29][CH2:30][C:31]([O-:33])=[O:32])[C:22]=3[CH:21]=1)[CH:11]=[CH:10]2.[Na+:41].